Dataset: CYP2C9 inhibition data for predicting drug metabolism from PubChem BioAssay. Task: Regression/Classification. Given a drug SMILES string, predict its absorption, distribution, metabolism, or excretion properties. Task type varies by dataset: regression for continuous measurements (e.g., permeability, clearance, half-life) or binary classification for categorical outcomes (e.g., BBB penetration, CYP inhibition). Dataset: cyp2c9_veith. (1) The compound is NC[C@@H]1O[C@H](O[C@H]2[C@H](N)C[C@H](N)[C@H](O)[C@H]2O[C@@H]2O[C@H](CO)[C@@H](O)[C@@H]2O)[C@@H](N)[C@H](O)[C@@H]1O. The result is 0 (non-inhibitor). (2) The molecule is CC(=O)[C@@H](C)CCO[C@@]1(C)OCC[C@@H]1C. The result is 0 (non-inhibitor). (3) The drug is CO[C@H]1COC(=O)[C@@H](Cc2ccccc2)NC(=O)[C@@H](C)COC(=O)CCC[C@@H]1C. The result is 0 (non-inhibitor). (4) The molecule is CCOc1ccc(N2C(=O)/C(=C/c3cccs3)N(CC(=O)OC)C2=S)cc1. The result is 0 (non-inhibitor). (5) The molecule is Cc1ccc(-n2cnc(=O)c3cccnc32)cc1. The result is 0 (non-inhibitor). (6) The molecule is CCCNC(=O)N1N=C(c2ccc(N)cc2)c2cc3c(cc2[C@H]1C)OCO3. The result is 0 (non-inhibitor). (7) The compound is COc1ccc(S(=O)(=O)N(CCc2ccccc2)CC(=O)N2CCOCC2)cc1. The result is 0 (non-inhibitor).